From a dataset of Full USPTO retrosynthesis dataset with 1.9M reactions from patents (1976-2016). Predict the reactants needed to synthesize the given product. (1) Given the product [Cl:25][C:19]1[S:18][C:3]([CH2:2][C:1]([O:9][CH2:10][CH3:13])=[O:8])=[C:21]([N+:22]([O-:24])=[O:23])[CH:20]=1, predict the reactants needed to synthesize it. The reactants are: [C:1]([O:9][C:10]([CH3:13])(C)C)(=[O:8])[CH2:2][C:3](OCC)=O.[H-].[Na+].ClC1[S:18][C:19]([Cl:25])=[CH:20][C:21]=1[N+:22]([O-:24])=[O:23].Cl. (2) Given the product [F:1][C:2]1[CH:10]=[C:9]([CH3:11])[CH:8]=[CH:7][C:3]=1[C:4]([O:6][CH3:16])=[O:5], predict the reactants needed to synthesize it. The reactants are: [F:1][C:2]1[CH:10]=[C:9]([CH3:11])[CH:8]=[CH:7][C:3]=1[C:4]([OH:6])=[O:5].S(Cl)(Cl)=O.[C:16]1(C)C=CC=CC=1. (3) Given the product [CH2:23]([O:27][C:28]1[CH:47]=[CH:46][C:31]([C:32]([NH:34][CH2:35][C@@H:36]([C:37](=[O:38])[NH:2][OH:1])[N:40]2[CH2:45][CH2:44][CH2:43][CH2:42][CH2:41]2)=[O:33])=[CH:30][CH:29]=1)[C:24]#[C:25][CH3:26], predict the reactants needed to synthesize it. The reactants are: [OH:1][N:2]1C2C=CC=CC=2N=N1.Cl.C(N=C=NCCCN(C)C)C.[CH2:23]([O:27][C:28]1[CH:47]=[CH:46][C:31]([C:32]([NH:34][CH2:35][C@H:36]([N:40]2[CH2:45][CH2:44][CH2:43][CH2:42][CH2:41]2)[C:37](O)=[O:38])=[O:33])=[CH:30][CH:29]=1)[C:24]#[C:25][CH3:26].[Si](ON)(C(C)(C)C)(C)C.C(O)(=O)CC(CC(O)=O)(C(O)=O)O. (4) Given the product [CH2:15]([O:14][C:12]([NH:13][C@:3]([OH:9])([C:4]([O:6][CH2:7][CH3:8])=[O:5])[C:2]([F:10])([F:11])[F:1])=[O:22])[C:16]1[CH:21]=[CH:20][CH:19]=[CH:18][CH:17]=1, predict the reactants needed to synthesize it. The reactants are: [F:1][C:2]([F:11])([F:10])[C:3](=[O:9])[C:4]([O:6][CH2:7][CH3:8])=[O:5].[C:12](=[O:22])([O:14][CH2:15][C:16]1[CH:21]=[CH:20][CH:19]=[CH:18][CH:17]=1)[NH2:13]. (5) Given the product [NH2:12][C:13]1[CH:18]=[C:17]([C:2]2[C:6]3[N:7]=[C:8]([NH2:11])[N:9]=[CH:10][C:5]=3[S:4][CH:3]=2)[CH:16]=[CH:15][CH:14]=1, predict the reactants needed to synthesize it. The reactants are: Br[C:2]1[C:6]2[N:7]=[C:8]([NH2:11])[N:9]=[CH:10][C:5]=2[S:4][CH:3]=1.[NH2:12][C:13]1[CH:14]=[C:15](B(O)O)[CH:16]=[CH:17][CH:18]=1. (6) Given the product [OH:12][CH:13]([C:6]1[N:2]([CH3:1])[N:3]=[CH:4][CH:5]=1)[CH2:14][C@@:15]1([C:28]([N:30]2[CH2:39][CH2:38][C:37]3[N:36]=[CH:35][C:34]([C:40]([F:43])([F:42])[F:41])=[CH:33][C:32]=3[CH2:31]2)=[O:29])[CH2:19][C@H:18]([NH:20][C:21](=[O:27])[O:22][C:23]([CH3:26])([CH3:25])[CH3:24])[CH:17]=[CH:16]1, predict the reactants needed to synthesize it. The reactants are: [CH3:1][N:2]1[CH:6]=[CH:5][CH:4]=[N:3]1.[Li]CCCC.[O:12]=[CH:13][CH2:14][C@@:15]1([C:28]([N:30]2[CH2:39][CH2:38][C:37]3[N:36]=[CH:35][C:34]([C:40]([F:43])([F:42])[F:41])=[CH:33][C:32]=3[CH2:31]2)=[O:29])[CH2:19][C@H:18]([NH:20][C:21](=[O:27])[O:22][C:23]([CH3:26])([CH3:25])[CH3:24])[CH:17]=[CH:16]1.[NH4+].[Cl-]. (7) Given the product [Cl:10][C:11]1[CH:16]=[C:15]([N:17]=[C:6]=[S:7])[CH:14]=[C:13]([C:18]([F:21])([F:19])[F:20])[C:12]=1[C:22]1[CH:27]=[CH:26][C:25]([S:28]([N:31]2[CH2:36][CH2:35][O:34][CH2:33][CH2:32]2)(=[O:30])=[O:29])=[CH:24][CH:23]=1, predict the reactants needed to synthesize it. The reactants are: C(=O)([O-])[O-].[Ca+2].[C:6](Cl)(Cl)=[S:7].[Cl:10][C:11]1[CH:16]=[C:15]([NH2:17])[CH:14]=[C:13]([C:18]([F:21])([F:20])[F:19])[C:12]=1[C:22]1[CH:27]=[CH:26][C:25]([S:28]([N:31]2[CH2:36][CH2:35][O:34][CH2:33][CH2:32]2)(=[O:30])=[O:29])=[CH:24][CH:23]=1.Cl. (8) Given the product [CH2:19]([N:21]([CH2:22][CH2:23][O:24][CH3:25])[CH2:9][C@H:2]([C:3]1[CH:4]=[CH:5][CH:6]=[CH:7][CH:8]=1)[NH:1][CH3:12])[CH3:20], predict the reactants needed to synthesize it. The reactants are: [NH:1]([C:12](OC(C)(C)C)=O)[C@H:2]([C:9](O)=O)[C:3]1[CH:8]=[CH:7][CH:6]=[CH:5][CH:4]=1.[CH2:19]([NH:21][CH2:22][CH2:23][O:24][CH3:25])[CH3:20].C1(C)C=CC(S([O-])(=O)=O)=CC=1.CN(C)C1C=C[NH+]=CC=1.C(N=C=NC(C)C)(C)C.[H-].[Al+3].[Li+].[H-].[H-].[H-].C(=O)([O-])[O-].[Na+].[Na+]. (9) Given the product [CH3:1][O:2][C:3]1[CH:8]=[CH:7][C:6]([O:9][CH3:10])=[CH:5][C:4]=1[S:11][C:12]1[CH:19]=[CH:18][C:15]([C:16]([NH2:17])=[O:30])=[C:14]([NH:20][CH:21]2[CH2:26][CH2:25][CH:24]([OH:27])[CH2:23][CH2:22]2)[CH:13]=1, predict the reactants needed to synthesize it. The reactants are: [CH3:1][O:2][C:3]1[CH:8]=[CH:7][C:6]([O:9][CH3:10])=[CH:5][C:4]=1[S:11][C:12]1[CH:19]=[CH:18][C:15]([C:16]#[N:17])=[C:14]([NH:20][CH:21]2[CH2:26][CH2:25][CH:24]([OH:27])[CH2:23][CH2:22]2)[CH:13]=1.CS(C)=[O:30].CCO.